This data is from Catalyst prediction with 721,799 reactions and 888 catalyst types from USPTO. The task is: Predict which catalyst facilitates the given reaction. (1) Reactant: [OH:1][C:2]1[C:19]2[CH2:18][C@@:17]([OH:24])([C:20](=[O:23])[CH2:21][OH:22])[CH2:16][C@H:15]([O:25][C@@H:26]3[O:40][C@@H:39]([CH3:41])[C@H:29]4[O:30][C@H:31]5[N:36]([C@H:28]4[CH2:27]3)[CH2:35][CH2:34][O:33][C@@H:32]5[O:37][CH3:38])[C:14]=2[C:13]([OH:42])=[C:12]2[C:3]=1[C:4](=[O:46])[C:5]1[CH:6]=[CH:7][CH:8]=[C:9]([O:44][CH3:45])[C:10]=1[C:11]2=[O:43].[O:47]1[CH:52]=[CH:51][CH2:50][CH2:49][CH:48]1[CH2:53][O:54][CH2:55][C:56]([O:58][CH2:59][CH3:60])=[O:57].C1(C)C=CC(S(O)(=O)=O)=CC=1.C(=O)(O)[O-].[Na+]. Product: [O:23]=[C:20]([C@@:17]1([OH:24])[CH2:16][C@H:15]([O:25][C@@H:26]2[O:40][C@@H:39]([CH3:41])[C@H:29]3[O:30][C@H:31]4[N:36]([C@H:28]3[CH2:27]2)[CH2:35][CH2:34][O:33][C@@H:32]4[O:37][CH3:38])[C:14]2[C:19](=[C:2]([OH:1])[C:3]3[C:4](=[O:46])[C:5]4[C:10]([C:11](=[O:43])[C:12]=3[C:13]=2[OH:42])=[C:9]([O:44][CH3:45])[CH:8]=[CH:7][CH:6]=4)[CH2:18]1)[CH2:21][O:22][CH:52]1[O:47][CH:48]([CH2:53][O:54][CH2:55][C:56]([O:58][CH2:59][CH3:60])=[O:57])[CH2:49][CH2:50][CH2:51]1. The catalyst class is: 98. (2) Reactant: [OH:1][CH:2]([CH2:8][OH:9])[CH2:3][C:4]([O:6][CH3:7])=[O:5].C(Cl)Cl.N1C=CC=CC=1.[C:19](Cl)([C:32]1[CH:37]=[CH:36][CH:35]=[CH:34][CH:33]=1)([C:26]1[CH:31]=[CH:30][CH:29]=[CH:28][CH:27]=1)[C:20]1[CH:25]=[CH:24][CH:23]=[CH:22][CH:21]=1. Product: [C:20]1([C:19]([C:26]2[CH:27]=[CH:28][CH:29]=[CH:30][CH:31]=2)([C:32]2[CH:33]=[CH:34][CH:35]=[CH:36][CH:37]=2)[O:9][CH2:8][CH:2]([OH:1])[CH2:3][C:4]([O:6][CH3:7])=[O:5])[CH:21]=[CH:22][CH:23]=[CH:24][CH:25]=1. The catalyst class is: 6. (3) Reactant: C(=O)([O-])[O-].[K+].[K+].Cl[C:8]1[CH:13]=[CH:12][C:11]([C:14]([F:17])([F:16])[F:15])=[CH:10][N:9]=1.[CH3:18][O:19][N:20]=[C:21]([C:29]1[O:30][CH2:31][CH2:32][N:33]=1)[C:22]1[CH:27]=[CH:26][CH:25]=[CH:24][C:23]=1[OH:28].[OH-].[Na+]. Product: [CH3:18][O:19][N:20]=[C:21]([C:29]1[O:30][CH2:31][CH2:32][N:33]=1)[C:22]1[CH:27]=[CH:26][CH:25]=[CH:24][C:23]=1[O:28][C:8]1[CH:13]=[CH:12][C:11]([C:14]([F:17])([F:16])[F:15])=[CH:10][N:9]=1. The catalyst class is: 3. (4) Reactant: [OH:1]O.[Cl:3][C:4]1[CH:5]=[C:6]([CH:22]=[CH:23][C:24]=1[Cl:25])[CH2:7][NH:8][C:9]1[C:18]2[C:13](=[C:14]([S:19][CH3:20])[CH:15]=[CH:16][CH:17]=2)[N:12]=[C:11]([CH3:21])[CH:10]=1. Product: [Cl:3][C:4]1[CH:5]=[C:6]([CH:22]=[CH:23][C:24]=1[Cl:25])[CH2:7][NH:8][C:9]1[C:18]2[C:13](=[C:14]([S:19]([CH3:20])=[O:1])[CH:15]=[CH:16][CH:17]=2)[N:12]=[C:11]([CH3:21])[CH:10]=1. The catalyst class is: 15. (5) The catalyst class is: 5. Product: [CH3:6][O:7][C:8](=[O:13])/[CH:9]=[CH:10]\[CH2:11][NH:22][C:17]1[CH:16]=[C:15]([Cl:14])[CH:20]=[CH:19][C:18]=1[OH:21]. Reactant: C([O-])(O)=O.[Na+].[CH3:6][O:7][C:8](=[O:13])/[CH:9]=[CH:10]/[CH2:11]Br.[Cl:14][C:15]1[CH:20]=[CH:19][C:18]([OH:21])=[C:17]([N+:22]([O-])=O)[CH:16]=1. (6) Reactant: [NH2:1][C:2]1[CH:7]=[CH:6][C:5]([Cl:8])=[CH:4][N:3]=1.C(OCC)C.C([Mg]Br)C=C.[C:19]([O:23][C:24]([N:26]1[CH2:31][CH2:30][CH:29]([O:32][C:33]2[CH:38]=[C:37]([N:39]3[CH2:43][CH2:42][CH2:41][CH2:40]3)[CH:36]=[CH:35][C:34]=2[C:44]2[O:45][C:46](=[O:54])[C:47]3[CH:53]=[CH:52][N:51]=[CH:50][C:48]=3[N:49]=2)[CH2:28][CH2:27]1)=[O:25])([CH3:22])([CH3:21])[CH3:20]. Product: [C:19]([O:23][C:24]([N:26]1[CH2:31][CH2:30][CH:29]([O:32][C:33]2[CH:38]=[C:37]([N:39]3[CH2:40][CH2:41][CH2:42][CH2:43]3)[CH:36]=[CH:35][C:34]=2[C:44]([NH:49][C:48]2[CH:50]=[N:51][CH:52]=[CH:53][C:47]=2[C:46]([NH:1][C:2]2[CH:7]=[CH:6][C:5]([Cl:8])=[CH:4][N:3]=2)=[O:54])=[O:45])[CH2:28][CH2:27]1)=[O:25])([CH3:22])([CH3:20])[CH3:21]. The catalyst class is: 1. (7) Product: [C:9]([C:6]1[CH:7]=[CH:8][C:3]([O:2][CH3:1])=[N:4][CH:5]=1)#[CH:10]. Reactant: [CH3:1][O:2][C:3]1[CH:8]=[CH:7][C:6]([C:9]#[C:10][Si](C)(C)C)=[CH:5][N:4]=1.O.O.O.[F-].C([N+](CCCC)(CCCC)CCCC)CCC.C([O-])(O)=O.[Na+]. The catalyst class is: 20. (8) Reactant: [Cl:1][C:2]1[O:6][C:5]([C:7]2[C:11]([C:12]3[CH:17]=[CH:16][CH:15]=[CH:14][CH:13]=3)=[C:10]([C:18](O)=[O:19])[O:9][N:8]=2)=[CH:4][CH:3]=1.N#N.[OH-].[Na+].OO. Product: [Cl:1][C:2]1[O:6][C:5]([C:7]2[C:11]([C:12]3[CH:17]=[CH:16][CH:15]=[CH:14][CH:13]=3)=[C:10]([CH2:18][OH:19])[O:9][N:8]=2)=[CH:4][CH:3]=1. The catalyst class is: 20.